Dataset: Retrosynthesis with 50K atom-mapped reactions and 10 reaction types from USPTO. Task: Predict the reactants needed to synthesize the given product. (1) Given the product Nc1nc2c(s1)CC(CN1CCN(c3ccccn3)CC1)CC2, predict the reactants needed to synthesize it. The reactants are: Nc1nc2c(s1)CC(C(=O)N1CCN(c3ccccn3)CC1)CC2. (2) Given the product CC1(C)C=C(c2ccccc2)C(=O)C1, predict the reactants needed to synthesize it. The reactants are: CC1(C)C=C(I)C(=O)C1.OB(O)c1ccccc1. (3) The reactants are: O=Cc1c[nH]c(-c2ccccc2)c1.O=S(=O)(Cl)c1cccnc1Cl. Given the product O=Cc1cc(-c2ccccc2)n(S(=O)(=O)c2cccnc2Cl)c1, predict the reactants needed to synthesize it. (4) Given the product Oc1ccc(-c2cc(Cl)c3cc(O)c(Br)cc3c2)cc1, predict the reactants needed to synthesize it. The reactants are: COc1ccc(-c2cc(Cl)c3cc(O)c(Br)cc3c2)cc1. (5) Given the product CC(C)(C)OC(=O)NC1(c2ccc(-c3oc4ncc(-c5cccc(C(N)=O)c5)nc4c3-c3ccccc3)cc2)CCC1, predict the reactants needed to synthesize it. The reactants are: CC(C)(C)OC(=O)NC1(c2ccc(-c3oc4ncc(Cl)nc4c3-c3ccccc3)cc2)CCC1.NC(=O)c1cccc(B(O)O)c1.